Dataset: NCI-60 drug combinations with 297,098 pairs across 59 cell lines. Task: Regression. Given two drug SMILES strings and cell line genomic features, predict the synergy score measuring deviation from expected non-interaction effect. (1) Drug 1: CCC(=C(C1=CC=CC=C1)C2=CC=C(C=C2)OCCN(C)C)C3=CC=CC=C3.C(C(=O)O)C(CC(=O)O)(C(=O)O)O. Drug 2: CC1=C2C(C(=O)C3(C(CC4C(C3C(C(C2(C)C)(CC1OC(=O)C(C(C5=CC=CC=C5)NC(=O)OC(C)(C)C)O)O)OC(=O)C6=CC=CC=C6)(CO4)OC(=O)C)O)C)O. Cell line: NCI-H460. Synergy scores: CSS=8.71, Synergy_ZIP=22.1, Synergy_Bliss=21.2, Synergy_Loewe=17.5, Synergy_HSA=18.1. (2) Drug 1: CCCS(=O)(=O)NC1=C(C(=C(C=C1)F)C(=O)C2=CNC3=C2C=C(C=N3)C4=CC=C(C=C4)Cl)F. Drug 2: CN(CCCl)CCCl.Cl. Cell line: SK-MEL-2. Synergy scores: CSS=-5.90, Synergy_ZIP=2.81, Synergy_Bliss=3.47, Synergy_Loewe=-3.76, Synergy_HSA=-2.91. (3) Drug 1: C1=C(C(=O)NC(=O)N1)F. Drug 2: C1=CC=C(C(=C1)C(C2=CC=C(C=C2)Cl)C(Cl)Cl)Cl. Cell line: HCT116. Synergy scores: CSS=49.7, Synergy_ZIP=-0.217, Synergy_Bliss=-1.54, Synergy_Loewe=-12.8, Synergy_HSA=-0.222. (4) Drug 1: CC(CN1CC(=O)NC(=O)C1)N2CC(=O)NC(=O)C2. Drug 2: CC1=CC=C(C=C1)C2=CC(=NN2C3=CC=C(C=C3)S(=O)(=O)N)C(F)(F)F. Cell line: BT-549. Synergy scores: CSS=8.67, Synergy_ZIP=-0.489, Synergy_Bliss=0.725, Synergy_Loewe=0.0816, Synergy_HSA=1.12.